Predict the product of the given reaction. From a dataset of Forward reaction prediction with 1.9M reactions from USPTO patents (1976-2016). Given the reactants [C:1](Cl)(=[O:8])[C:2]1[CH:7]=[CH:6][CH:5]=[CH:4][CH:3]=1.[NH2:10][C@@H:11]1[CH2:16][CH2:15][CH2:14][N:13](C(OC(C)(C)C)=O)[CH2:12]1.CCN(C(C)C)C(C)C.C(O)C(N)(CO)CO, predict the reaction product. The product is: [NH:13]1[CH2:14][CH2:15][CH2:16][C@@H:11]([NH:10][C:1](=[O:8])[C:2]2[CH:7]=[CH:6][CH:5]=[CH:4][CH:3]=2)[CH2:12]1.